Predict the reactants needed to synthesize the given product. From a dataset of Full USPTO retrosynthesis dataset with 1.9M reactions from patents (1976-2016). (1) Given the product [CH3:1][NH:2][S:3]([C:6]1[C:7]([CH3:16])=[C:8]2[C:12](=[CH:13][CH:14]=1)[NH:11][C:10](=[O:15])[C:9]2=[CH:27][C:26]1[NH:25][CH:24]=[C:23]2[C:18](=[O:17])[O:19][CH2:20][CH2:21][C:22]=12)(=[O:5])=[O:4], predict the reactants needed to synthesize it. The reactants are: [CH3:1][NH:2][S:3]([C:6]1[C:7]([CH3:16])=[C:8]2[C:12](=[CH:13][CH:14]=1)[NH:11][C:10](=[O:15])[CH2:9]2)(=[O:5])=[O:4].[O:17]=[C:18]1[C:23]2=[CH:24][NH:25][C:26]([CH:27]=O)=[C:22]2[CH2:21][CH2:20][O:19]1. (2) The reactants are: C(Cl)CCl.Cl.[O:6]=[C:7]1[NH:16][C:15]2[N:14]=[CH:13][C:12]([CH:17]=[CH:18][C:19]([OH:21])=O)=[CH:11][C:10]=2[CH2:9][CH2:8]1.C1C=CC2N(O)N=NC=2C=1.[CH3:32][NH:33][C@@H:34]([C:36]1[S:40][C:39]2[CH:41]=[CH:42][CH:43]=[CH:44][C:38]=2[C:37]=1[CH3:45])[CH3:35].C(N(C(C)C)C(C)C)C. Given the product [CH3:32][N:33]([C@@H:34]([C:36]1[S:40][C:39]2[CH:41]=[CH:42][CH:43]=[CH:44][C:38]=2[C:37]=1[CH3:45])[CH3:35])[C:19](=[O:21])[CH:18]=[CH:17][C:12]1[CH:13]=[N:14][C:15]2[NH:16][C:7](=[O:6])[CH2:8][CH2:9][C:10]=2[CH:11]=1, predict the reactants needed to synthesize it. (3) Given the product [CH2:7]([NH:8][C:9]([CH3:11])([CH3:10])[C:25]([F:27])([F:26])[F:24])[C:1]1[CH:6]=[CH:5][CH:4]=[CH:3][CH:2]=1, predict the reactants needed to synthesize it. The reactants are: [C:1]1([CH2:7][N:8]=[C:9]([CH3:11])[CH3:10])[CH:6]=[CH:5][CH:4]=[CH:3][CH:2]=1.CN(C=O)C.C(O)(C(F)(F)F)=O.[F:24][C:25]([Si](C)(C)C)([F:27])[F:26].C(=O)([O-])[O-].[Na+].[Na+].